Predict the reaction yield, written as a fraction of the theoretical maximum amount of product (1.0 means a 100% yield; for example, 0.34 means a 34% yield). From a dataset of Reaction yield outcomes from USPTO patents with 853,638 reactions. (1) The reactants are [Cl:1][C:2]1[C:11]2[C:6](=[CH:7][C:8]([O:14][CH2:15][CH2:16][CH2:17][N:18]3[CH2:22][CH2:21][CH2:20][CH2:19]3)=[C:9]([O:12][CH3:13])[CH:10]=2)[N:5]=[CH:4][N:3]=1.[NH2:23][C:24]1[CH:25]=[C:26]2[C:30](=[CH:31][CH:32]=1)[NH:29][C:28]([CH3:33])=[C:27]2[CH3:34]. No catalyst specified. The product is [ClH:1].[CH3:33][C:28]1[NH:29][C:30]2[C:26]([C:27]=1[CH3:34])=[CH:25][C:24]([NH:23][C:2]1[C:11]3[C:6](=[CH:7][C:8]([O:14][CH2:15][CH2:16][CH2:17][N:18]4[CH2:22][CH2:21][CH2:20][CH2:19]4)=[C:9]([O:12][CH3:13])[CH:10]=3)[N:5]=[CH:4][N:3]=1)=[CH:32][CH:31]=2. The yield is 0.720. (2) The reactants are [CH2:1]([NH:4][C:5](=[O:11])[O:6][C:7]([CH3:10])([CH3:9])[CH3:8])[C:2]#[CH:3].[CH2:12]([O:19][N:20]1[C:26](=[O:27])[N:25]2[CH2:28][C@H:21]1[CH2:22][CH2:23][C@H:24]2[C:29](Cl)=[N:30][OH:31])[C:13]1[CH:18]=[CH:17][CH:16]=[CH:15][CH:14]=1. The catalyst is C(Cl)Cl.CCOC(C)=O. The product is [CH2:12]([O:19][N:20]1[C:26](=[O:27])[N:25]2[CH2:28][C@H:21]1[CH2:22][CH2:23][C@H:24]2[C:29]1[CH:3]=[C:2]([CH2:1][NH:4][C:5](=[O:11])[O:6][C:7]([CH3:8])([CH3:10])[CH3:9])[O:31][N:30]=1)[C:13]1[CH:14]=[CH:15][CH:16]=[CH:17][CH:18]=1. The yield is 0.210. (3) The reactants are [NH2:1][CH2:2][CH2:3][CH2:4][CH2:5][CH2:6][CH2:7][NH2:8].[C:9]1(=[O:15])[O:14][C:12](=[O:13])[CH:11]=[CH:10]1. The catalyst is O1CCCC1. The product is [NH2:1][CH2:2][CH2:3][CH2:4][CH2:5][CH2:6][CH2:7][NH:8][C:9](=[O:15])/[CH:10]=[CH:11]\[C:12]([OH:14])=[O:13]. The yield is 0.439. (4) The reactants are Cl[CH2:2][CH2:3][O:4][C:5]1[CH:10]=[CH:9][C:8]([C:11]2[CH:16]=[CH:15][CH:14]=[C:13]([N:17]3[C:22]4[N:23]=[CH:24][C:25]([F:27])=[CH:26][C:21]=4[C:20](=[O:28])[N:19]([C@@H:29]4[CH2:34][CH2:33][C@H:32]([NH:35][C:36]([C:38]5[N:39]=[C:40]6[CH:45]=[CH:44][C:43]([F:46])=[CH:42][N:41]6[CH:47]=5)=[O:37])[CH2:31][CH2:30]4)[C:18]3=[O:48])[CH:12]=2)=[CH:7][CH:6]=1.[I-].[K+].[CH3:51][NH2:52]. The catalyst is C(#N)C. The product is [F:46][C:43]1[CH:44]=[CH:45][C:40]2[N:41]([CH:47]=[C:38]([C:36]([NH:35][C@H:32]3[CH2:33][CH2:34][C@@H:29]([N:19]4[C:20](=[O:28])[C:21]5[CH:26]=[C:25]([F:27])[CH:24]=[N:23][C:22]=5[N:17]([C:13]5[CH:12]=[C:11]([C:8]6[CH:9]=[CH:10][C:5]([O:4][CH2:3][CH2:2][NH:52][CH3:51])=[CH:6][CH:7]=6)[CH:16]=[CH:15][CH:14]=5)[C:18]4=[O:48])[CH2:30][CH2:31]3)=[O:37])[N:39]=2)[CH:42]=1. The yield is 0.330. (5) The reactants are Cl.[Cl:2][CH2:3][CH2:4][CH2:5][NH2:6].[CH3:7][CH2:8][CH2:9][CH2:10][CH2:11][CH3:12].[C:13]([O:16]CC)(=[O:15])C. The catalyst is C(OCC)C.CCCCCC. The product is [Cl:2][CH2:3][CH2:4][CH2:5][NH:6][C:13](=[O:15])[O:16][C:9]1[CH:8]=[CH:7][CH:12]=[CH:11][CH:10]=1. The yield is 0.404. (6) The product is [F:19][C:20]1[CH:21]=[C:22]2[C:27](=[C:28]([F:30])[C:29]=1[B:5]1[O:6][C:7]([CH3:12])([CH3:13])[C:8]([CH3:10])([CH3:11])[O:9]1)[O:26][CH2:25][CH2:24][C:23]2([CH3:32])[OH:31]. The reactants are C(O[B:5]1[O:9][C:8]([CH3:11])([CH3:10])[C:7]([CH3:13])([CH3:12])[O:6]1)(C)C.C([Li])CCC.[F:19][C:20]1[CH:21]=[C:22]2[C:27](=[C:28]([F:30])[CH:29]=1)[O:26][CH2:25][CH2:24][C:23]2([CH3:32])[OH:31]. The yield is 1.00. No catalyst specified. (7) The reactants are [CH2:1]([C:4]1[NH:5][C:6]2[C:11]([CH:12]=1)=[C:10]([C:13]([F:16])([F:15])[F:14])[C:9]([C:17]#[N:18])=[CH:8][CH:7]=2)[CH2:2][CH3:3].[F:19][C:20]([F:39])([F:38])[C:21]1[CH:22]=[C:23]([C:31]2[O:35][N:34]=[C:33]([CH2:36]Cl)[N:32]=2)[CH:24]=[C:25]([C:27]([F:30])([F:29])[F:28])[CH:26]=1.C([O-])([O-])=O.[Cs+].[Cs+].CC#N. The catalyst is CCOC(C)=O. The product is [F:39][C:20]([F:19])([F:38])[C:21]1[CH:22]=[C:23]([C:31]2[O:35][N:34]=[C:33]([CH2:36][N:5]3[C:6]4[C:11](=[C:10]([C:13]([F:15])([F:16])[F:14])[C:9]([C:17]#[N:18])=[CH:8][CH:7]=4)[CH:12]=[C:4]3[CH2:1][CH2:2][CH3:3])[N:32]=2)[CH:24]=[C:25]([C:27]([F:29])([F:28])[F:30])[CH:26]=1. The yield is 0.810.